The task is: Regression. Given a peptide amino acid sequence and an MHC pseudo amino acid sequence, predict their binding affinity value. This is MHC class I binding data.. This data is from Peptide-MHC class I binding affinity with 185,985 pairs from IEDB/IMGT. (1) The peptide sequence is TLYQIQVMKR. The MHC is HLA-A68:01 with pseudo-sequence HLA-A68:01. The binding affinity (normalized) is 0.584. (2) The peptide sequence is RAFKYPFIK. The MHC is BoLA-T2a with pseudo-sequence BoLA-T2a. The binding affinity (normalized) is 0.428.